Dataset: Catalyst prediction with 721,799 reactions and 888 catalyst types from USPTO. Task: Predict which catalyst facilitates the given reaction. (1) Reactant: C([N:8]1[CH2:13][CH2:12][N:11]([C:14]([C:16]2[CH:17]=[CH:18][C:19]([NH:22][C:23]([NH:25][CH2:26][CH2:27][CH2:28][CH3:29])=[O:24])=[N:20][CH:21]=2)=[O:15])[CH2:10][CH2:9]1)C1C=CC=CC=1. Product: [CH2:26]([NH:25][C:23]([NH:22][C:19]1[CH:18]=[CH:17][C:16]([C:14]([N:11]2[CH2:12][CH2:13][NH:8][CH2:9][CH2:10]2)=[O:15])=[CH:21][N:20]=1)=[O:24])[CH2:27][CH2:28][CH3:29]. The catalyst class is: 63. (2) Reactant: [Al+3].[Cl-].[Cl-].[Cl-].[CH3:5][C:6]1[CH:10]=[CH:9][S:8][C:7]=1[C:11]([O:13][CH3:14])=[O:12].Cl[C:16]([CH3:19])([CH3:18])[CH3:17]. Product: [CH3:14][O:13][C:11]([C:7]1[S:8][C:9]([C:16]([CH3:19])([CH3:18])[CH3:17])=[CH:10][C:6]=1[CH3:5])=[O:12]. The catalyst class is: 2. (3) Reactant: [CH3:1][C:2]1([S:5]([O:8]CCCC)(=[O:7])=[O:6])[CH2:4][CH2:3]1.[S-]C#N.[K+:16]. Product: [CH3:1][C:2]1([S:5]([O-:8])(=[O:7])=[O:6])[CH2:4][CH2:3]1.[K+:16]. The catalyst class is: 38. (4) Reactant: [CH3:1][C:2]1([C:10]([NH2:12])=[O:11])[CH2:7][C:6](=[O:8])[CH2:5][C:4](=[O:9])[CH2:3]1.[OH-].[K+].Br[CH2:16][C:17](=O)[C:18]([OH:20])=[O:19]. Product: [C:10]([C:2]1([CH3:1])[CH2:7][C:6](=[O:8])[C:5]2[C:17]([C:18]([OH:20])=[O:19])=[CH:16][O:9][C:4]=2[CH2:3]1)(=[O:11])[NH2:12]. The catalyst class is: 5. (5) Reactant: [SH:1][C:2]1[CH:15]=[CH:14][CH:13]=[CH:12][C:3]=1[C:4]([NH:6][C:7](=[O:11])[CH2:8][CH2:9][NH2:10])=[O:5].[Br:16][CH2:17][CH2:18][N:19]=[C:20]=[O:21]. Product: [Br:16][CH2:17][CH2:18][NH:19][C:20]([S:1][C:2]1[CH:15]=[CH:14][CH:13]=[CH:12][C:3]=1[C:4]([NH:6][C:7](=[O:11])[CH2:8][CH2:9][NH2:10])=[O:5])=[O:21]. The catalyst class is: 3. (6) Reactant: [F:1][C:2]1[CH:7]=[CH:6][C:5]([C:8]2[C:9]([C:21]3[CH:26]=[CH:25][CH:24]=[C:23]([CH3:27])[N:22]=3)=[N:10][N:11]([CH2:13][O:14][CH2:15][CH2:16][Si:17]([CH3:20])([CH3:19])[CH3:18])[CH:12]=2)=[CH:4][C:3]=1B1OC(C)(C)C(C)(C)O1.I[C:38]1[N:39]=[CH:40][N:41]([CH3:43])[CH:42]=1.O. Product: [F:1][C:2]1[CH:7]=[CH:6][C:5]([C:8]2[C:9]([C:21]3[CH:26]=[CH:25][CH:24]=[C:23]([CH3:27])[N:22]=3)=[N:10][N:11]([CH2:13][O:14][CH2:15][CH2:16][Si:17]([CH3:20])([CH3:18])[CH3:19])[CH:12]=2)=[CH:4][C:3]=1[C:38]1[N:39]=[CH:40][N:41]([CH3:43])[CH:42]=1. The catalyst class is: 57.